Dataset: Reaction yield outcomes from USPTO patents with 853,638 reactions. Task: Predict the reaction yield, written as a fraction of the theoretical maximum amount of product (1.0 means a 100% yield; for example, 0.34 means a 34% yield). (1) The reactants are [NH2:1][C:2]1[CH:3]=[CH:4][CH:5]=[C:6]2[C:11]=1[N:10]=[CH:9][CH:8]=[CH:7]2.[F:12][C:13]([F:25])([F:24])[C:14]1[CH:15]=[C:16]([S:20](Cl)(=[O:22])=[O:21])[CH:17]=[N:18][CH:19]=1.N1C=CC=CC=1. The catalyst is CN(C1C=CN=CC=1)C.C(Cl)Cl. The product is [N:10]1[C:11]2[C:6](=[CH:5][CH:4]=[CH:3][C:2]=2[NH:1][S:20]([C:16]2[CH:17]=[N:18][CH:19]=[C:14]([C:13]([F:25])([F:12])[F:24])[CH:15]=2)(=[O:22])=[O:21])[CH:7]=[CH:8][CH:9]=1. The yield is 0.110. (2) The yield is 0.720. The reactants are [Cl:1][C:2]1[CH:3]=[C:4]2[C:9](=[CH:10][CH:11]=1)[CH:8]=[N:7][C:6]([CH3:12])=[CH:5]2.[N+:13]([O-])([O-:15])=[O:14].[K+].N.ClCCl.CCCCC. The product is [Cl:1][C:2]1[C:3]([N+:13]([O-:15])=[O:14])=[C:4]2[C:9](=[CH:10][CH:11]=1)[CH:8]=[N:7][C:6]([CH3:12])=[CH:5]2. The catalyst is OS(O)(=O)=O. (3) The reactants are C(OC(=O)[NH:7][C:8]1[CH:13]=[C:12]([Cl:14])[C:11]([C:15]2[S:16][C:17]3[C:18]([NH:25][C:26]4[CH:31]=[C:30]([CH2:32][OH:33])[N:29]=[CH:28][N:27]=4)=[N:19][CH:20]=[C:21]([F:24])[C:22]=3[N:23]=2)=[C:10]([Cl:34])[CH:9]=1)(C)(C)C.C(OC(=O)NC1C=C([Cl:49])C(C2SC3C(Cl)=NC=C(F)C=3N=2)=C(Cl)C=1)(C)(C)C.NC1N=CN=C(CO)C=1.CC1(C)C2C(=C(P(C3C=CC=CC=3)C3C=CC=CC=3)C=CC=2)OC2C(P(C3C=CC=CC=3)C3C=CC=CC=3)=CC=CC1=2.C([O-])([O-])=O.[Cs+].[Cs+]. The catalyst is O1CCOCC1.C1C=CC(/C=C/C(/C=C/C2C=CC=CC=2)=O)=CC=1.C1C=CC(/C=C/C(/C=C/C2C=CC=CC=2)=O)=CC=1.C1C=CC(/C=C/C(/C=C/C2C=CC=CC=2)=O)=CC=1.[Pd].[Pd]. The product is [ClH:14].[ClH:49].[NH2:7][C:8]1[CH:13]=[C:12]([Cl:14])[C:11]([C:15]2[S:16][C:17]3[C:18]([NH:25][C:26]4[N:27]=[CH:28][N:29]=[C:30]([CH2:32][OH:33])[CH:31]=4)=[N:19][CH:20]=[C:21]([F:24])[C:22]=3[N:23]=2)=[C:10]([Cl:34])[CH:9]=1. The yield is 0.580. (4) The reactants are [CH3:1][C:2]1([CH3:12])[O:7][CH2:6][C:5]2=[CH:8][C:9]([NH2:11])=[N:10][N:4]2[CH2:3]1.Br[C:14]1[C:15](=[O:22])[N:16]([CH3:21])[N:17]=[C:18]([Cl:20])[CH:19]=1.CC1(C)C2C(=C(P(C3C=CC=CC=3)C3C=CC=CC=3)C=CC=2)OC2C(P(C3C=CC=CC=3)C3C=CC=CC=3)=CC=CC1=2.C([O-])([O-])=O.[Cs+].[Cs+]. The catalyst is C1C=CC(/C=C/C(/C=C/C2C=CC=CC=2)=O)=CC=1.C1C=CC(/C=C/C(/C=C/C2C=CC=CC=2)=O)=CC=1.C1C=CC(/C=C/C(/C=C/C2C=CC=CC=2)=O)=CC=1.[Pd].[Pd].O1CCOCC1. The product is [Cl:20][C:18]1[CH:19]=[C:14]([NH:11][C:9]2[CH:8]=[C:5]3[CH2:6][O:7][C:2]([CH3:12])([CH3:1])[CH2:3][N:4]3[N:10]=2)[C:15](=[O:22])[N:16]([CH3:21])[N:17]=1. The yield is 0.450.